This data is from TCR-epitope binding with 47,182 pairs between 192 epitopes and 23,139 TCRs. The task is: Binary Classification. Given a T-cell receptor sequence (or CDR3 region) and an epitope sequence, predict whether binding occurs between them. The epitope is HPVGEADYFEY. The TCR CDR3 sequence is CASSPGGGYTF. Result: 0 (the TCR does not bind to the epitope).